Dataset: NCI-60 drug combinations with 297,098 pairs across 59 cell lines. Task: Regression. Given two drug SMILES strings and cell line genomic features, predict the synergy score measuring deviation from expected non-interaction effect. (1) Drug 1: C1=CC=C(C=C1)NC(=O)CCCCCCC(=O)NO. Drug 2: N.N.Cl[Pt+2]Cl. Cell line: SNB-75. Synergy scores: CSS=33.3, Synergy_ZIP=-6.99, Synergy_Bliss=2.56, Synergy_Loewe=1.28, Synergy_HSA=6.76. (2) Drug 1: COC1=CC(=CC(=C1O)OC)C2C3C(COC3=O)C(C4=CC5=C(C=C24)OCO5)OC6C(C(C7C(O6)COC(O7)C8=CC=CS8)O)O. Drug 2: CC1=CC2C(CCC3(C2CCC3(C(=O)C)OC(=O)C)C)C4(C1=CC(=O)CC4)C. Cell line: HCT-15. Synergy scores: CSS=55.1, Synergy_ZIP=-0.446, Synergy_Bliss=-0.173, Synergy_Loewe=-56.7, Synergy_HSA=-1.27. (3) Drug 1: COC1=CC(=CC(=C1O)OC)C2C3C(COC3=O)C(C4=CC5=C(C=C24)OCO5)OC6C(C(C7C(O6)COC(O7)C8=CC=CS8)O)O. Drug 2: C1CCC(C(C1)N)N.C(=O)(C(=O)[O-])[O-].[Pt+4]. Cell line: A498. Synergy scores: CSS=34.9, Synergy_ZIP=-1.63, Synergy_Bliss=-0.410, Synergy_Loewe=-0.707, Synergy_HSA=4.13.